This data is from Reaction yield outcomes from USPTO patents with 853,638 reactions. The task is: Predict the reaction yield, written as a fraction of the theoretical maximum amount of product (1.0 means a 100% yield; for example, 0.34 means a 34% yield). (1) The reactants are S(=O)(=O)(O)O.[Br:6][C:7]1[CH:8]=[CH:9][C:10]([F:16])=[C:11]([CH:13]([OH:15])[CH3:14])[CH:12]=1. The catalyst is O.CC(C)=O.[O-2].[O-2].[O-2].[Cr+6]. The product is [Br:6][C:7]1[CH:8]=[CH:9][C:10]([F:16])=[C:11]([C:13](=[O:15])[CH3:14])[CH:12]=1. The yield is 0.920. (2) The reactants are [Si](O[CH2:9][CH2:10][C:11]([C:14]1[NH:15][C:16]2[C:21]([CH:22]=1)=[CH:20][C:19]([N+:23]([O-:25])=[O:24])=[C:18]([F:26])[CH:17]=2)([CH3:13])[CH3:12])(C(C)(C)C)(C)C.CC1C=CC(S(OC[C@@H]2COC(C)(C)O2)(=O)=O)=CC=1.C([O-])([O-])=O.[Cs+].[Cs+]. No catalyst specified. The product is [F:26][C:18]1[C:19]([N+:23]([O-:25])=[O:24])=[CH:20][C:21]2[CH:22]=[C:14]3[C:11]([CH3:13])([CH3:12])[CH2:10][CH2:9][N:15]3[C:16]=2[CH:17]=1. The yield is 0.480.